Dataset: NCI-60 drug combinations with 297,098 pairs across 59 cell lines. Task: Regression. Given two drug SMILES strings and cell line genomic features, predict the synergy score measuring deviation from expected non-interaction effect. Drug 1: C1CC(C1)(C(=O)O)C(=O)O.[NH2-].[NH2-].[Pt+2]. Drug 2: C1=NNC2=C1C(=O)NC=N2. Cell line: UO-31. Synergy scores: CSS=6.88, Synergy_ZIP=-0.801, Synergy_Bliss=3.48, Synergy_Loewe=-1.84, Synergy_HSA=0.0485.